Dataset: Experimentally validated miRNA-target interactions with 360,000+ pairs, plus equal number of negative samples. Task: Binary Classification. Given a miRNA mature sequence and a target amino acid sequence, predict their likelihood of interaction. (1) The protein sequence of the target gene is MEPRAADGCFLGDVGFWVERTPVHEAAQRGESLQLQQLIESGACVNQVTVDSITPLHAASLQGQARCVQLLLAAGAQVDARNIDGSTPLCDACASGSIECVKLLLSYGAKVNPPLYTASPLHEACMSGSSECVRLLIDVGANLEAHDCHFGTPLHVACAREHLDCVKVLLNAGANVNAAKLHETALHHAAKVKNVDLIEMLIEFGGNIYARDNRGKKPSDYTWSSSAPAKCFEYYEKTPLTLSQLCRVNLRKATGVRGLEKIAKLNIPPRLIDYLSYN. The miRNA is hsa-miR-423-5p with sequence UGAGGGGCAGAGAGCGAGACUUU. Result: 0 (no interaction). (2) The miRNA is hsa-miR-4704-5p with sequence GACACUAGGCAUGUGAGUGAUU. The protein sequence of the target gene is MRESALERGPVPEAPAGGPVHAVTVVTLLEKLASMLETLRERQGGLARRQGGLAGSVRRIQSGLGALSRSHDTTSNTLAQLLAKAERVSSHANAAQERAVRRAAQVQRLEANHGLLVARGKLHVLLFKEEGEVPASAFQKAPEPLGPADQSELGPEQLEAEVGESSDEEPVESRAQRLRRTGLQKVQSLRRALSGRKGPAAPPPTPVKPPRLGPGRSAEAQPEAQPALEPTLEPEPPQDTEEDPGRPGAAEEALLQMESVA. Result: 0 (no interaction). (3) The miRNA is hsa-miR-1200 with sequence CUCCUGAGCCAUUCUGAGCCUC. The protein sequence of the target gene is MSGHPGSWEMNSVAFEDVAVNFTQEEWALLDPSQKNLYRDVMQETFRNLASIGNKGEDQSIEDQYKNSSRNLRHIISHSGNNPYGCEECGKKPCTCKQCQKTSLSVTRVHRDTVMHTGNGHYGCTICEKVFNIPSSFQIHQRNHTGEKPYECMECGKALGFSRSLNRHKRIHTGEKRYECKQCGKAFSRSSHLRDHERTHTGEKPYECKHCGKAFRYSNCLHYHERTHTGEKPYVCMECGKAFSCLSSLQGHIKAHAGEEPYPCKQCGKAFRYASSLQKHEKTHIAQKPYVCNNCGKGFR.... Result: 0 (no interaction). (4) The miRNA is hsa-miR-525-5p with sequence CUCCAGAGGGAUGCACUUUCU. The protein sequence of the target gene is MTAREHSPRHGARARAMQRASTIDVAADMLGLSLAGNIQDPDEPILEFSLACSELHTPSLDRKPNSFVAVSVTTPPQAFWTKHAQTEIIEGTNNPIFLSSIAFFQDSLINQMTQVKLSVYDVKDRSQGTMYLLGSGTFIVKDLLQDRHHRLHLTLRSAESDRVGNITVIGWQMEEKSDQRPPVTRSVDTVNGRMVLPVDESLTEALGIRSKYASLRKDTLLKSVFGGAICRMYRFPTTDGNHLRILEQMAESVLSLHVPRQFVKLLLEEDAARVCELEELGELSPCWESLRRQIVTQYQT.... Result: 1 (interaction). (5) The protein sequence of the target gene is MLFRAVLLCAALGLSQAANPCCSNPCQNRGECMSTGFDQYKCDCTRTGFYGENCTTPEFLTRIKLLLKPTPNTVHYILTHFKGVWNIVNNIPFLRSLIMKYVLTSRSYLIDSPPTYNVHYGYKSWEAFSNLSYYTRALPPVADDCPTPMGVKGNKELPDSKEVLEKVLLRREFIPDPQGSNMMFAFFAQHFTHQFFKTDHKRGPGFTRGLGHGVDLNHIYGETLDRQHKLRLFKDGKLKYQVIGGEVYPPTVKDTQVEMIYPPHIPENLQFAVGQEVFGLVPGLMMYATIWLREHNRVCD.... The miRNA is hsa-miR-4694-5p with sequence AGGUGUUAUCCUAUCCAUUUGC. Result: 0 (no interaction). (6) The miRNA is hsa-miR-7153-5p with sequence UGAGAACUGACAAAUGUGGUAGG. The protein sequence of the target gene is MLPLSLLKTAQNHPMLVELKNGETYNGHLVSCDNWMNINLREVICTSRDGDKFWRMPECYIRGSTIKYLRIPDEIIDMVKEEVVAKGRGRGGLQQQKQQKGRGMGGAGRGVFGGRGRGGIPGTGRGQPEKKPGRQAGKQ. Result: 1 (interaction). (7) The miRNA is hsa-miR-548am-5p with sequence AAAAGUAAUUGCGGUUUUUGCC. The protein sequence of the target gene is MKILFCDVLLLSLLSSVFSSCPRDCLTCQEKLHPAPDSFNLKTCILQCEEKVFPRPLWTVCTKVMASGSGQLSPADPELVSAALYQPKASEMQHLKRMPRVRSLVQVRDAEPGADAEPGADAEPGADDAEEVEQKQLQKRFGGFTGARKSARKLANQKRFSEFMRQYLVLSMQSSQRRRTLHQNGNV. Result: 0 (no interaction). (8) The miRNA is hsa-miR-19b-2-5p with sequence AGUUUUGCAGGUUUGCAUUUCA. The protein sequence of the target gene is MAQQQTGSRKRKAPAVEAGAGSSSSQGLAAADGEGPLLPKKQKRPATRRRLVHYLKGREVGARGPAGLQGFEGELRGYAVQRLPELLTERQLDLGTLNKVFASQWLNARQVVCGTKCNTLFVVDVQSGHITRIPLMRDKEAGLAQAHQGCGIHAIELNPSKTLLATGGENPNSLAIYQLPTLDPLCLGDRHGHKDWIFAVAWLSDTVAVSGSRDGTVALWRMDPDMFNGSIAWHSEVGLPVYAHIRPRDVEAIPRASTNPSNRKVRALAFSGKNQELGAVSLDGYFHLWKARSTLSRLLS.... Result: 0 (no interaction). (9) The miRNA is hsa-miR-6735-5p with sequence CAGGGCAGAGGGCACAGGAAUCUGA. The protein sequence of the target gene is MLLSVTSRPGISTFGYNRNNKKPYVSLAQQMAPPSPSNSTPNSSSGSNGNDQLSKTNLYIRGLQPGTTDQDLVKLCQPYGKIVSTKAILDKTTNKCKGYGFVDFDSPSAAQKAVTALKASGVQAQMAKQQEQDPTNLYISNLPLSMDEQELEGMLKPFGQVISTRILRDTSGTSRGVGFARMESTEKCEAIITHFNGKYIKTPPGVPAPSDPLLCKFADGGPKKRQNQGKFVQNGRAWPRNADMGVMALTYDPTTALQNGFYPAPYNITPNRMLAQSALSPYLSSPVSSYQRVTQTSPLQ.... Result: 1 (interaction). (10) The miRNA is hsa-miR-6847-5p with sequence ACAGAGGACAGUGGAGUGUGAGC. The protein sequence of the target gene is MSSSSYAKNGTADGPHSPTSQVARGTTTRRSRLKRSDGSTTSTSFILRQGSADSYTSRPSDSDVSLEEDREAIRQEREQQAAIQLERAKSKPVAFAVKTNVSYCGALDEDVPVPSTAISFDAKDFLHIKEKYNNDWWIGRLVKEGCEIGFIPSPLRLENIRIQQEQKRGRFHGGKSSGNSSSSLGEMVSGTFRATPTSTAKQKQKVTEHIPPYDVVPSMRPVVLVGPSLKGYEVTDMMQKALFDFLKHRFDGRISITRVTADISLAKRSVLNNPSKRAIIERSNTRSSLAEVQSEIERIF.... Result: 0 (no interaction).